From a dataset of Cav3 T-type calcium channel HTS with 100,875 compounds. Binary Classification. Given a drug SMILES string, predict its activity (active/inactive) in a high-throughput screening assay against a specified biological target. (1) The molecule is Fc1ccc(C2n3[nH]cnc3=NC(C2)c2ccc(F)cc2)cc1. The result is 0 (inactive). (2) The molecule is S(c1nsc(SCC(OC=C)=O)c1C#N)CC(OC)=O. The result is 0 (inactive). (3) The drug is Clc1cc(C2NC(=O)NC(=C2C(OCC)=O)CCC)c(OCc2ccccc2)c(OC)c1. The result is 0 (inactive). (4) The molecule is S(c1c(NC(=S)Nc2cc(cc(c2)C)C)cccc1)C. The result is 0 (inactive). (5) The compound is S(CNC(=O)c1ccccc1)c1ncncc1. The result is 0 (inactive). (6) The drug is O=C(N1CCC(CC1)C)CNC(=O)c1cc(OC)ccc1. The result is 0 (inactive). (7) The molecule is S(=O)(=O)(N1CCCC1)c1cc2c(n(cc(C(=O)N3CCN(CC3)C(OCC)=O)c2=O)CC)cc1. The result is 0 (inactive). (8) The drug is O=C(N1CCN(CC1)CC)Nc1ccc(Cc2ccc(NC(=O)N3CCN(CC3)CC)cc2)cc1. The result is 0 (inactive). (9) The drug is S(=O)(=O)(CC(OCC)=O)c1ccccc1. The result is 0 (inactive).